Dataset: Reaction yield outcomes from USPTO patents with 853,638 reactions. Task: Predict the reaction yield, written as a fraction of the theoretical maximum amount of product (1.0 means a 100% yield; for example, 0.34 means a 34% yield). (1) The reactants are [O:1]=[C:2]1[C:7]([CH2:8][C:9]2[CH:14]=[CH:13][C:12]([C:15]3[C:16]([C:21]#[N:22])=[CH:17][CH:18]=[CH:19][CH:20]=3)=[CH:11][CH:10]=2)=[C:6]([CH2:23][CH2:24][CH3:25])[N:5]2[N:26]=[CH:27][N:28]=[C:4]2[N:3]1[CH:29]1[CH2:41][CH2:40][C:32]2([O:36][C@H:35]3[CH2:37][O:38][CH2:39][C@H:34]3[O:33]2)[CH2:31][CH2:30]1.FC(F)(F)S(O[Si](C(C)(C)C)(C)C)(=O)=O.N1C(C)=CC=CC=1C.[Cl-].O[NH3+:67].[C:68](=[O:71])([O-])[OH:69].[Na+]. The catalyst is C(OCC)(=O)C.CS(C)=O.O1CCCC1. The product is [OH:36][C@H:35]1[CH2:37][O:38][CH2:39][C@H:34]1[O:33][C@H:32]1[CH2:40][CH2:41][C@H:29]([N:3]2[C:2](=[O:1])[C:7]([CH2:8][C:9]3[CH:10]=[CH:11][C:12]([C:15]4[CH:20]=[CH:19][CH:18]=[CH:17][C:16]=4[C:21]4[NH:22][C:68](=[O:71])[O:69][N:67]=4)=[CH:13][CH:14]=3)=[C:6]([CH2:23][CH2:24][CH3:25])[N:5]3[N:26]=[CH:27][N:28]=[C:4]23)[CH2:30][CH2:31]1. The yield is 0.260. (2) The reactants are Cl[C:2]1[CH:7]=[CH:6][C:5]([N+:8]([O-:10])=[O:9])=[C:4]([O:11][CH3:12])[CH:3]=1.[CH3:13][CH:14]([N:16]1[CH2:21][CH2:20][NH:19][CH2:18][CH2:17]1)[CH3:15].CC1(C)C2C(=C(P(C3C=CC=CC=3)C3C=CC=CC=3)C=CC=2)OC2C(P(C3C=CC=CC=3)C3C=CC=CC=3)=CC=CC1=2.C([O-])([O-])=O.[Cs+].[Cs+]. The catalyst is O1CCOCC1.CCOC(C)=O.O.C1C=CC(/C=C/C(/C=C/C2C=CC=CC=2)=O)=CC=1.C1C=CC(/C=C/C(/C=C/C2C=CC=CC=2)=O)=CC=1.C1C=CC(/C=C/C(/C=C/C2C=CC=CC=2)=O)=CC=1.[Pd].[Pd]. The product is [CH3:13][CH:14]([N:16]1[CH2:21][CH2:20][N:19]([C:2]2[CH:7]=[CH:6][C:5]([N+:8]([O-:10])=[O:9])=[C:4]([O:11][CH3:12])[CH:3]=2)[CH2:18][CH2:17]1)[CH3:15]. The yield is 0.900. (3) The reactants are [Br:1][C:2]1[CH:6]=[N:5][N:4]([CH3:7])[C:3]=1[C:8]1[CH:9]=[C:10]([NH2:17])[CH:11]=[CH:12][C:13]=1[O:14][CH2:15][CH3:16].[Cl:18][C:19]1[CH:24]=[CH:23][C:22]([N:25]=[C:26]=[O:27])=[CH:21][CH:20]=1. The catalyst is C(Cl)Cl. The product is [Br:1][C:2]1[CH:6]=[N:5][N:4]([CH3:7])[C:3]=1[C:8]1[CH:9]=[C:10]([NH:17][C:26]([NH:25][C:22]2[CH:23]=[CH:24][C:19]([Cl:18])=[CH:20][CH:21]=2)=[O:27])[CH:11]=[CH:12][C:13]=1[O:14][CH2:15][CH3:16]. The yield is 0.560.